From a dataset of Full USPTO retrosynthesis dataset with 1.9M reactions from patents (1976-2016). Predict the reactants needed to synthesize the given product. (1) Given the product [Br-:26].[Cl:37][C:32]1[CH:31]=[C:30]([C:28](=[O:29])[CH2:27][N+:13]23[CH2:14][CH2:15][CH:16]([CH2:17][CH2:18]2)[C@@H:11]([O:10][C:8](=[O:9])[C@@H:7]([C:1]2[CH:2]=[CH:3][CH:4]=[CH:5][CH:6]=2)[NH:19][C:20]2[CH:25]=[CH:24][CH:23]=[CH:22][CH:21]=2)[CH2:12]3)[CH:35]=[CH:34][C:33]=1[F:36], predict the reactants needed to synthesize it. The reactants are: [C:1]1([C@@H:7]([NH:19][C:20]2[CH:25]=[CH:24][CH:23]=[CH:22][CH:21]=2)[C:8]([O:10][C@@H:11]2[CH:16]3[CH2:17][CH2:18][N:13]([CH2:14][CH2:15]3)[CH2:12]2)=[O:9])[CH:6]=[CH:5][CH:4]=[CH:3][CH:2]=1.[Br:26][CH2:27][C:28]([C:30]1[CH:35]=[CH:34][C:33]([F:36])=[C:32]([Cl:37])[CH:31]=1)=[O:29]. (2) Given the product [CH3:23][O:9][C:8](=[O:10])[CH:7]([N:11]([C:16]([O:18][C:19]([CH3:22])([CH3:21])[CH3:20])=[O:17])[CH2:12][CH2:13][C:14]#[N:15])[CH2:6][O:5][C:1]([CH3:3])([CH3:4])[CH3:2], predict the reactants needed to synthesize it. The reactants are: [C:1]([O:5][CH2:6][CH:7]([N:11]([C:16]([O:18][C:19]([CH3:22])([CH3:21])[CH3:20])=[O:17])[CH2:12][CH2:13][C:14]#[N:15])[C:8]([OH:10])=[O:9])([CH3:4])([CH3:3])[CH3:2].[C:23](=O)([O-])[O-].[K+].[K+].IC.